From a dataset of Catalyst prediction with 721,799 reactions and 888 catalyst types from USPTO. Predict which catalyst facilitates the given reaction. (1) Reactant: [CH2:1]([N:5]1[CH2:9][CH2:8][CH:7]([OH:10])[CH2:6]1)[CH2:2][CH2:3][CH3:4].[H-].[Na+].F[C:14]1[CH:21]=[CH:20][C:17]([C:18]#[N:19])=[CH:16][CH:15]=1. Product: [CH2:1]([N:5]1[CH2:9][CH2:8][CH:7]([O:10][C:14]2[CH:21]=[CH:20][C:17]([C:18]#[N:19])=[CH:16][CH:15]=2)[CH2:6]1)[CH2:2][CH2:3][CH3:4]. The catalyst class is: 3. (2) Reactant: [NH2:1][CH2:2][CH2:3][CH2:4][CH2:5][C:6]([CH3:10])([CH3:9])[CH2:7][OH:8].[N:11]([CH2:14][CH2:15][CH2:16][C:17]([CH3:27])([CH3:26])[CH2:18][O:19]C1CCCCO1)=[C:12]=[O:13]. Product: [OH:8][CH2:7][C:6]([CH3:10])([CH3:9])[CH2:5][CH2:4][CH2:3][CH2:2][NH:1][C:12]([NH:11][CH2:14][CH2:15][CH2:16][C:17]([CH3:27])([CH3:26])[CH2:18][OH:19])=[O:13]. The catalyst class is: 2. (3) Reactant: [C:1]([O:5][C:6]([N:8]([CH3:16])[CH2:9]/[CH:10]=[CH:11]/[C:12]([O:14]C)=[O:13])=[O:7])([CH3:4])([CH3:3])[CH3:2].O.[OH-].[Li+]. Product: [C:1]([O:5][C:6]([N:8]([CH3:16])[CH2:9]/[CH:10]=[CH:11]/[C:12]([OH:14])=[O:13])=[O:7])([CH3:4])([CH3:3])[CH3:2]. The catalyst class is: 20. (4) Reactant: [CH2:1]([C:3]1[CH:8]=[CH:7][C:6]([CH:9]2[CH2:14][N:13](C=O)[CH2:12][CH:11]([C:17]([O:19][CH3:20])=[O:18])[CH2:10]2)=[CH:5][C:4]=1[F:21])[CH3:2].O.[ClH:23]. Product: [ClH:23].[CH2:1]([C:3]1[CH:8]=[CH:7][C:6]([CH:9]2[CH2:14][NH:13][CH2:12][CH:11]([C:17]([O:19][CH3:20])=[O:18])[CH2:10]2)=[CH:5][C:4]=1[F:21])[CH3:2]. The catalyst class is: 5. (5) Reactant: [OH:1][C:2]1[C:11]2[C:6](=[CH:7][CH:8]=[C:9]([I:12])[CH:10]=2)[N:5]([CH3:13])[C:4](=[O:14])[C:3]=1[C:15]([O:17]C(C)(C)C)=[O:16].Cl(O)(=O)(=O)=O. Product: [OH:1][C:2]1[C:11]2[C:6](=[CH:7][CH:8]=[C:9]([I:12])[CH:10]=2)[N:5]([CH3:13])[C:4](=[O:14])[C:3]=1[C:15]([OH:17])=[O:16]. The catalyst class is: 10. (6) Reactant: [CH3:1][O:2][C:3]([CH:5]1[N:9]([NH:10][CH:11]2[CH2:16][CH2:15][CH2:14][CH2:13][CH2:12]2)[CH:8]2[CH2:17][CH2:18][CH2:19][CH:7]2[CH2:6]1)=[O:4].[CH3:20][S:21]([NH:24][C:25]1[CH:40]=[CH:39][C:28]2[NH:29][C:30]([CH2:35][C:36](O)=[O:37])=[N:31][S:32](=[O:34])(=[O:33])[C:27]=2[CH:26]=1)(=[O:23])=[O:22].Cl.CN(C)CCCN=C=NCC.CN1CCOCC1. Product: [CH3:1][O:2][C:3]([CH:5]1[N:9]([N:10]([CH:11]2[CH2:16][CH2:15][CH2:14][CH2:13][CH2:12]2)[C:36](=[O:37])[CH2:35][C:30]2[NH:29][C:28]3[CH:39]=[CH:40][C:25]([NH:24][S:21]([CH3:20])(=[O:23])=[O:22])=[CH:26][C:27]=3[S:32](=[O:33])(=[O:34])[N:31]=2)[CH:8]2[CH2:17][CH2:18][CH2:19][CH:7]2[CH2:6]1)=[O:4]. The catalyst class is: 42.